The task is: Predict the reactants needed to synthesize the given product.. This data is from Full USPTO retrosynthesis dataset with 1.9M reactions from patents (1976-2016). (1) Given the product [CH3:22][O:23][C:24](=[O:46])[C@@H:25]([NH:29][S:30]([C:33]1[CH:38]=[CH:37][C:36]([C:39]2[CH:40]=[CH:41][C:42]([NH:45][C:13]([C:11]3[O:12][C:8]4[CH:7]=[CH:6][CH:5]=[C:4]([O:3][CH2:1][CH2:2][CH3:17])[C:9]=4[C:10]=3[CH3:16])=[O:15])=[CH:43][CH:44]=2)=[CH:35][CH:34]=1)(=[O:32])=[O:31])[CH:26]([CH3:28])[CH3:27], predict the reactants needed to synthesize it. The reactants are: [CH2:1]([O:3][C:4]1[C:9]2[C:10]([CH3:16])=[C:11]([C:13]([OH:15])=O)[O:12][C:8]=2[CH:7]=[CH:6][CH:5]=1)[CH3:2].[CH3:17]N(C=O)C.[CH3:22][O:23][C:24](=[O:46])[C@@H:25]([NH:29][S:30]([C:33]1[CH:38]=[CH:37][C:36]([C:39]2[CH:44]=[CH:43][C:42]([NH2:45])=[CH:41][CH:40]=2)=[CH:35][CH:34]=1)(=[O:32])=[O:31])[CH:26]([CH3:28])[CH3:27].N1C=CC=CC=1. (2) Given the product [C:22]([O:25][CH2:26][CH2:27][O:14][C:5]1[N:4]([CH3:15])[N:3]=[C:2]([NH2:1])[C:6]=1[C:7]1[CH:8]=[CH:9][C:10]([CH3:13])=[CH:11][CH:12]=1)(=[O:24])[CH3:23], predict the reactants needed to synthesize it. The reactants are: [NH2:1][C:2]1[C:6]([C:7]2[CH:12]=[CH:11][C:10]([CH3:13])=[CH:9][CH:8]=2)=[C:5]([OH:14])[N:4]([CH3:15])[N:3]=1.C(=O)([O-])[O-].[Cs+].[Cs+].[C:22]([O:25][CH2:26][CH2:27]Br)(=[O:24])[CH3:23]. (3) Given the product [N:20]1[CH:21]=[CH:22][C:17]([C:15]2[S:16][C:12]([C:9]3[N:10]=[CH:11][N:7]([CH2:6][O:5][CH2:4][CH2:3][Si:2]([CH3:26])([CH3:25])[CH3:1])[N:8]=3)=[C:13]([CH:23]=[O:27])[N:14]=2)=[CH:18][CH:19]=1, predict the reactants needed to synthesize it. The reactants are: [CH3:1][Si:2]([CH3:26])([CH3:25])[CH2:3][CH2:4][O:5][CH2:6][N:7]1[CH:11]=[N:10][C:9]([C:12]2[S:16][C:15]([C:17]3[CH:22]=[CH:21][N:20]=[CH:19][CH:18]=3)=[N:14][C:13]=2[CH:23]=C)=[N:8]1.[O:27]1CCOCC1.N1C(C)=CC=CC=1C.I([O-])(=O)(=O)=O.[Na+]. (4) Given the product [CH3:47][N:46]([CH3:48])[C:41]1[CH:42]=[C:43]2[C:38](=[CH:39][CH:40]=1)[C:37](=[O:49])[N:36]([C:32]1[C:26]([CH2:27][OH:28])=[C:25]([C:11]3[CH:12]=[C:7]([NH:6][C:4]([NH:3][CH2:1][CH3:2])=[O:5])[C:8](=[O:23])[N:9]([CH3:22])[CH:10]=3)[CH:35]=[CH:34][CH:33]=1)[CH:45]=[CH:44]2, predict the reactants needed to synthesize it. The reactants are: [CH2:1]([NH:3][C:4]([NH:6][C:7]1[C:8](=[O:23])[N:9]([CH3:22])[CH:10]=[C:11](B2OC(C)(C)C(C)(C)O2)[CH:12]=1)=[O:5])[CH3:2].Br[C:25]1[CH:35]=[CH:34][CH:33]=[C:32]([N:36]2[CH:45]=[CH:44][C:43]3[C:38](=[CH:39][CH:40]=[C:41]([N:46]([CH3:48])[CH3:47])[CH:42]=3)[C:37]2=[O:49])[C:26]=1[CH2:27][O:28]C(=O)C.P([O-])([O-])([O-])=O.[K+].[K+].[K+].[OH-].[Li+]. (5) Given the product [OH:14][CH:9]([C:6]1[CH:7]=[CH:8][C:3]([C:1]#[C:2][C:16]2[CH:41]=[CH:40][C:19]([C:20]([N:22]([CH3:39])[C@:23]([CH3:38])([C:28]([NH:30][O:31][CH:32]3[CH2:37][CH2:36][CH2:35][CH2:34][O:33]3)=[O:29])[C:24]([NH:26][CH3:27])=[O:25])=[O:21])=[CH:18][CH:17]=2)=[CH:4][CH:5]=1)[CH2:10][CH2:11][CH2:12][OH:13], predict the reactants needed to synthesize it. The reactants are: [C:1]([C:3]1[CH:8]=[CH:7][C:6]([CH:9]([OH:14])[CH2:10][CH2:11][CH2:12][OH:13])=[CH:5][CH:4]=1)#[CH:2].I[C:16]1[CH:41]=[CH:40][C:19]([C:20]([N:22]([CH3:39])[C@:23]([CH3:38])([C:28]([NH:30][O:31][CH:32]2[CH2:37][CH2:36][CH2:35][CH2:34][O:33]2)=[O:29])[C:24]([NH:26][CH3:27])=[O:25])=[O:21])=[CH:18][CH:17]=1.[Cl-].[NH4+].Cl.